This data is from Reaction yield outcomes from USPTO patents with 853,638 reactions. The task is: Predict the reaction yield, written as a fraction of the theoretical maximum amount of product (1.0 means a 100% yield; for example, 0.34 means a 34% yield). (1) The yield is 0.270. The product is [C:1](=[O:19])([O:17][CH3:18])[O:2][C:3]1[C:8]([NH2:9])=[CH:7][C:6]([F:12])=[CH:5][C:4]=1[C:13]([CH3:14])([CH3:15])[CH3:16]. The reactants are [C:1](=[O:19])([O:17][CH3:18])[O:2][C:3]1[C:8]([N+:9]([O-])=O)=[CH:7][C:6]([F:12])=[CH:5][C:4]=1[C:13]([CH3:16])([CH3:15])[CH3:14].C([O-])=O.[NH4+]. The catalyst is CCO.[Pd]. (2) The reactants are [F:1][C:2]1[C:7]([C:8]2[C:9](=[O:22])[NH:10][C:11](=[O:21])[N:12]([CH2:14][CH2:15][CH:16](OC)[O:17]C)[CH:13]=2)=[CH:6][C:5]([CH3:23])=[CH:4][N:3]=1.O. The catalyst is C1COCC1. The product is [F:1][C:2]1[C:7]([C:8]2[C:9](=[O:22])[NH:10][C:11](=[O:21])[N:12]([CH2:14][CH2:15][CH:16]=[O:17])[CH:13]=2)=[CH:6][C:5]([CH3:23])=[CH:4][N:3]=1. The yield is 0.880.